From a dataset of Forward reaction prediction with 1.9M reactions from USPTO patents (1976-2016). Predict the product of the given reaction. (1) The product is: [CH3:38][N:39]1[C:1]([C:3]2[CH2:4][CH:5]([NH:8][C:9](=[O:15])[O:10][C:11]([CH3:14])([CH3:13])[CH3:12])[CH2:6][CH:7]=2)=[CH:36][N:35]=[CH:34]1. Given the reactants [CH:1]([C:3]1[CH2:4][CH:5]([NH:8][C:9](=[O:15])[O:10][C:11]([CH3:14])([CH3:13])[CH3:12])[CH2:6][CH:7]=1)=O.CN.S(C[N+]#[C-])(C1C=CC(C)=CC=1)(=O)=O.C1CC[N:39]2[C:34](=[N:35][CH2:36]C[CH2:38]2)CC1, predict the reaction product. (2) Given the reactants [O:1]=[S:2]1(=[O:20])[CH2:5][C:4]2([CH2:8][CH:7]([NH:9]C(=O)OCC3C=CC=CC=3)[CH2:6]2)[CH2:3]1.B(Cl)(Cl)Cl.CC1C=CC(C)=CC=1, predict the reaction product. The product is: [CH2:3]1[C:4]2([CH2:8][CH:7]([NH2:9])[CH2:6]2)[CH2:5][S:2]1(=[O:20])=[O:1]. (3) Given the reactants [CH3:1][CH:2]1[C:8]2=[C:9]3[C:13](=[CH:14][CH:15]=[C:7]2[O:6][CH2:5][CH2:4][N:3]1[C:16]([O:18][C:19]([CH3:22])([CH3:21])[CH3:20])=[O:17])[NH:12][CH:11]=[CH:10]3.[H-].[Na+].[CH3:25][C:26]1[S:27][C:28]([CH3:35])=[CH:29][C:30]=1[S:31](Cl)(=[O:33])=[O:32], predict the reaction product. The product is: [CH3:25][C:26]1[S:27][C:28]([CH3:35])=[CH:29][C:30]=1[S:31]([N:12]1[C:13]2[C:9](=[C:8]3[CH:2]([CH3:1])[N:3]([C:16]([O:18][C:19]([CH3:21])([CH3:20])[CH3:22])=[O:17])[CH2:4][CH2:5][O:6][C:7]3=[CH:15][CH:14]=2)[CH:10]=[CH:11]1)(=[O:33])=[O:32]. (4) The product is: [Br:33][C:6]1[C:5]2[C:14](=[CH:1][CH:2]=[CH:3][CH:4]=2)[C:13]([C:15]2[CH:20]=[C:19]([C:21]3[CH:26]=[CH:25][CH:24]=[CH:23][N:22]=3)[N:18]=[C:17]([C:27]3[CH:32]=[CH:31][CH:30]=[CH:29][CH:28]=3)[N:16]=2)=[C:12]2[C:7]=1[CH:8]=[CH:9][CH:10]=[CH:11]2. Given the reactants [CH:1]1[C:14]2[C:5](=[CH:6][C:7]3[C:12]([C:13]=2[C:15]2[CH:20]=[C:19]([C:21]4[CH:26]=[CH:25][CH:24]=[CH:23][N:22]=4)[N:18]=[C:17]([C:27]4[CH:32]=[CH:31][CH:30]=[CH:29][CH:28]=4)[N:16]=2)=[CH:11][CH:10]=[CH:9][CH:8]=3)[CH:4]=[CH:3][CH:2]=1.[Br:33]N1C(=O)CCC1=O, predict the reaction product. (5) Given the reactants [CH3:1][C@@H:2]1[CH2:7][N:6]([C:8]2[C:17]([CH2:18][OH:19])=[CH:16][C:11]3[C:12]([CH3:15])=[N:13][O:14][C:10]=3[C:9]=2[F:20])[CH2:5][C@H:4]([CH3:21])[O:3]1, predict the reaction product. The product is: [CH3:21][C@@H:4]1[CH2:5][N:6]([C:8]2[C:17]([CH:18]=[O:19])=[CH:16][C:11]3[C:12]([CH3:15])=[N:13][O:14][C:10]=3[C:9]=2[F:20])[CH2:7][C@H:2]([CH3:1])[O:3]1. (6) The product is: [Cl:1][C:2]1[CH:7]=[C:6]([Cl:8])[CH:5]=[CH:4][C:3]=1[S:9][C:10]1[CH:15]=[CH:14][CH:13]=[CH:12][C:11]=1/[CH:16]=[CH:17]/[C:18]([NH:22][CH2:23][CH2:24][CH2:25][CH2:26][OH:27])=[O:20]. Given the reactants [Cl:1][C:2]1[CH:7]=[C:6]([Cl:8])[CH:5]=[CH:4][C:3]=1[S:9][C:10]1[CH:15]=[CH:14][CH:13]=[CH:12][C:11]=1/[CH:16]=[CH:17]/[C:18]([OH:20])=O.O[N:22]1[C:26](=[O:27])[CH2:25][CH2:24][C:23]1=O.CCN=C=NCCCN(C)C.NCCCCO, predict the reaction product. (7) Given the reactants [F:1][C:2]([F:7])([F:6])[C:3]([O-:5])=[O:4].[Cl:8][C:9]1[N:13]2[C:14]([CH2:19][C:20]3[CH:21]=[CH:22][C:23]([F:38])=[C:24]([CH:37]=3)[C:25]([N:27]3[CH2:33][CH2:32][CH2:31][N:30]([CH2:34][CH2:35][NH3+:36])[CH2:29][CH2:28]3)=[O:26])=[CH:15][NH:16][C:17](=[O:18])[C:12]2=[CH:11][C:10]=1[Cl:39].[CH3:40][C:41](OC(C)=O)=[O:42], predict the reaction product. The product is: [F:1][C:2]([F:7])([F:6])[C:3]([O-:5])=[O:4].[C:41]([NH:36][CH2:35][CH2:34][NH+:30]1[CH2:31][CH2:32][CH2:33][N:27]([C:25](=[O:26])[C:24]2[CH:37]=[C:20]([CH2:19][C:14]3[N:13]4[C:9]([Cl:8])=[C:10]([Cl:39])[CH:11]=[C:12]4[C:17](=[O:18])[NH:16][CH:15]=3)[CH:21]=[CH:22][C:23]=2[F:38])[CH2:28][CH2:29]1)(=[O:42])[CH3:40]. (8) The product is: [CH:1]1([N:7]2[CH2:12][CH2:11][CH2:10][C@@H:9]([NH:13][C:14]3[N:15]=[CH:16][C:17](/[CH:20]=[CH:21]/[C:22]([OH:24])=[O:23])=[N:18][CH:19]=3)[CH2:8]2)[CH2:2][CH2:3][CH2:4][CH2:5][CH2:6]1. Given the reactants [CH:1]1([N:7]2[CH2:12][CH2:11][CH2:10][C@@H:9]([NH:13][C:14]3[N:15]=[CH:16][C:17](/[CH:20]=[CH:21]/[C:22]([O:24]CC)=[O:23])=[N:18][CH:19]=3)[CH2:8]2)[CH2:6][CH2:5][CH2:4][CH2:3][CH2:2]1.[OH-].[Na+].Cl, predict the reaction product. (9) Given the reactants [NH:1]1[C:10]2[C:5](=[CH:6][CH:7]=[CH:8][CH:9]=2)[CH2:4][CH2:3][CH:2]1[CH2:11][N:12]1[CH2:17][CH2:16][N:15]([C:18]2[CH:23]=[CH:22][CH:21]=[CH:20][C:19]=2[O:24][CH2:25][C:26]([F:29])([F:28])[F:27])[CH2:14][CH2:13]1.[CH2:30]([O:37][CH2:38][CH2:39][C:40](Cl)=[O:41])[C:31]1[CH:36]=[CH:35][CH:34]=[CH:33][CH:32]=1, predict the reaction product. The product is: [CH2:30]([O:37][CH2:38][CH2:39][C:40]([N:1]1[C:10]2[C:5](=[CH:6][CH:7]=[CH:8][CH:9]=2)[CH2:4][CH2:3][CH:2]1[CH2:11][N:12]1[CH2:17][CH2:16][N:15]([C:18]2[CH:23]=[CH:22][CH:21]=[CH:20][C:19]=2[O:24][CH2:25][C:26]([F:28])([F:29])[F:27])[CH2:14][CH2:13]1)=[O:41])[C:31]1[CH:36]=[CH:35][CH:34]=[CH:33][CH:32]=1. (10) Given the reactants [CH3:1][O:2][C:3]1[CH:4]=[C:5]([CH:30]=[CH:31][C:32]=1[O:33][CH3:34])[CH2:6][NH:7][C:8]1[N:13]2[N:14]=[C:15]([C:17]3[O:18][CH:19]=[CH:20][CH:21]=3)[N:16]=[C:12]2[CH:11]=[C:10]([C:22]2[CH:27]=[CH:26][C:25]([CH:28]=[O:29])=[CH:24][CH:23]=2)[N:9]=1.[OH2:35].[OH-].[Na+].Cl, predict the reaction product. The product is: [CH3:1][O:2][C:3]1[CH:4]=[C:5]([CH:30]=[CH:31][C:32]=1[O:33][CH3:34])[CH2:6][NH:7][C:8]1[N:13]2[N:14]=[C:15]([C:17]3[O:18][CH:19]=[CH:20][CH:21]=3)[N:16]=[C:12]2[CH:11]=[C:10]([C:22]2[CH:27]=[CH:26][C:25]([C:28]([OH:35])=[O:29])=[CH:24][CH:23]=2)[N:9]=1.